From a dataset of NCI-60 drug combinations with 297,098 pairs across 59 cell lines. Regression. Given two drug SMILES strings and cell line genomic features, predict the synergy score measuring deviation from expected non-interaction effect. (1) Drug 1: CC1=C(C=C(C=C1)NC2=NC=CC(=N2)N(C)C3=CC4=NN(C(=C4C=C3)C)C)S(=O)(=O)N.Cl. Drug 2: C(CCl)NC(=O)N(CCCl)N=O. Cell line: MOLT-4. Synergy scores: CSS=10.1, Synergy_ZIP=-2.30, Synergy_Bliss=-0.479, Synergy_Loewe=-0.981, Synergy_HSA=-0.909. (2) Drug 1: COC1=CC(=CC(=C1O)OC)C2C3C(COC3=O)C(C4=CC5=C(C=C24)OCO5)OC6C(C(C7C(O6)COC(O7)C8=CC=CS8)O)O. Drug 2: CC(C)NC(=O)C1=CC=C(C=C1)CNNC.Cl. Cell line: OVCAR-5. Synergy scores: CSS=23.2, Synergy_ZIP=-6.38, Synergy_Bliss=4.41, Synergy_Loewe=-5.35, Synergy_HSA=3.96.